Task: Regression. Given a peptide amino acid sequence and an MHC pseudo amino acid sequence, predict their binding affinity value. This is MHC class II binding data.. Dataset: Peptide-MHC class II binding affinity with 134,281 pairs from IEDB (1) The peptide sequence is ASIVKASFEEGKCGL. The MHC is DRB1_0301 with pseudo-sequence DRB1_0301. The binding affinity (normalized) is 0.451. (2) The peptide sequence is KKCDESVLTRLEAWLTE. The MHC is DRB3_0301 with pseudo-sequence DRB3_0301. The binding affinity (normalized) is 0.606.